Dataset: Full USPTO retrosynthesis dataset with 1.9M reactions from patents (1976-2016). Task: Predict the reactants needed to synthesize the given product. (1) Given the product [NH2:52][C@H:53]1[C@@H:54]([NH:61][C:16]([C:12]2[S:13][C:14]([CH3:15])=[C:10]([C:3]3[N:4]4[N:5]=[CH:6][CH:7]=[CH:8][C:9]4=[N:1][CH:2]=3)[CH:11]=2)=[O:18])[C:55]([F:60])([F:59])[CH2:56][CH2:57][CH2:58]1, predict the reactants needed to synthesize it. The reactants are: [N:1]1[CH:2]=[C:3]([C:10]2[CH:11]=[C:12]([C:16]([OH:18])=O)[S:13][C:14]=2[CH3:15])[N:4]2[C:9]=1[CH:8]=[CH:7][CH:6]=[N:5]2.F[P-](F)(F)(F)(F)F.N1(O[P+](N(C)C)(N(C)C)N(C)C)C2C=CC=CC=2N=N1.C(OC(=O)[NH:52][C@@H:53]1[CH2:58][CH2:57][CH2:56][C:55]([F:60])([F:59])[C@@H:54]1[NH2:61])(C)(C)C.C(N(C(C)C)CC)(C)C.FC(F)(F)C(O)=O. (2) Given the product [CH3:25][O:24][C:20]1[CH:19]=[C:18]([C:11]2([CH2:10][CH2:9][CH2:8][CH2:7][C:6]([OH:26])=[O:5])[CH2:16][CH2:15][CH2:14][CH2:13][C:12]2=[O:17])[CH:23]=[CH:22][CH:21]=1, predict the reactants needed to synthesize it. The reactants are: [OH-].[K+].C([O:5][C:6](=[O:26])[CH2:7][CH2:8][CH2:9][CH2:10][C:11]1([C:18]2[CH:23]=[CH:22][CH:21]=[C:20]([O:24][CH3:25])[CH:19]=2)[CH2:16][CH2:15][CH2:14][CH2:13][C:12]1=[O:17])C. (3) Given the product [CH2:21]([N:1]([CH2:8][C:5]1[CH:6]=[CH:7][CH:2]=[CH:3][CH:4]=1)[C@H:2]1[CH2:3][CH2:4][C@H:5]([C:8]([O:10][CH2:11][CH3:12])=[O:9])[CH2:6][CH2:7]1)[C:22]1[CH:27]=[CH:26][CH:25]=[CH:24][CH:23]=1, predict the reactants needed to synthesize it. The reactants are: [NH2:1][C@H:2]1[CH2:7][CH2:6][C@H:5]([C:8]([O:10][CH2:11][CH3:12])=[O:9])[CH2:4][CH2:3]1.Cl.C([O-])([O-])=O.[K+].[K+].Br[CH2:21][C:22]1[CH:27]=[CH:26][CH:25]=[CH:24][CH:23]=1.